From a dataset of Catalyst prediction with 721,799 reactions and 888 catalyst types from USPTO. Predict which catalyst facilitates the given reaction. (1) Reactant: [C:1]([NH:11][CH2:12][C:13](=[O:19])[CH2:14][CH2:15][C:16]([OH:18])=[O:17])([O:3][CH2:4][C:5]1[CH:10]=[CH:9][CH:8]=[CH:7][CH:6]=1)=[O:2].C(=O)([O-])[O-].[Cs+:24].[Cs+].C(=O)=O. Product: [C:1]([NH:11][CH2:12][C:13](=[O:19])[CH2:14][CH2:15][C:16]([O-:18])=[O:17])([O:3][CH2:4][C:5]1[CH:10]=[CH:9][CH:8]=[CH:7][CH:6]=1)=[O:2].[Cs+:24]. The catalyst class is: 6. (2) Reactant: [O:1]=[C:2]1[N:11]([C:12]2[O:16][C:15]([C:17]([O:19]C)=[O:18])=[CH:14][CH:13]=2)[C:10](=[O:21])[C:9]2[C:4](=[CH:5][CH:6]=[CH:7][CH:8]=2)[NH:3]1.O.[OH-].[Li+].C1COCC1. Product: [O:1]=[C:2]1[N:11]([C:12]2[O:16][C:15]([C:17]([OH:19])=[O:18])=[CH:14][CH:13]=2)[C:10](=[O:21])[C:9]2[C:4](=[CH:5][CH:6]=[CH:7][CH:8]=2)[NH:3]1. The catalyst class is: 6. (3) Reactant: C(OC([N:8]1[CH2:13][CH2:12][O:11][CH:10]([CH2:14][NH:15][C:16]2[S:17][C:18](=[CH:22][C:23]3[CH:28]=[CH:27][C:26]([O:29][C:30]4[CH:35]=[CH:34][C:33]([C:36]#[N:37])=[CH:32][C:31]=4[C:38]([F:41])([F:40])[F:39])=[C:25]([O:42][CH3:43])[CH:24]=3)[C:19](=[O:21])[N:20]=2)[CH2:9]1)=O)(C)(C)C.FC(F)(F)C(O)=O. Product: [CH3:43][O:42][C:25]1[CH:24]=[C:23]([CH:22]=[C:18]2[S:17][C:16]([NH:15][CH2:14][CH:10]3[O:11][CH2:12][CH2:13][NH:8][CH2:9]3)=[N:20][C:19]2=[O:21])[CH:28]=[CH:27][C:26]=1[O:29][C:30]1[CH:35]=[CH:34][C:33]([C:36]#[N:37])=[CH:32][C:31]=1[C:38]([F:40])([F:39])[F:41]. The catalyst class is: 4. (4) Reactant: [NH2:1][C:2]1[N:6]([C:7]2[N:12]=[CH:11][N:10]=[C:9]([NH:13][CH3:14])[CH:8]=2)[N:5]=[CH:4][N:3]=1.CC1(C)C2C(=C(P(C3C=CC=CC=3)C3C=CC=CC=3)C=CC=2)OC2C(P(C3C=CC=CC=3)C3C=CC=CC=3)=CC=CC1=2.C([O-])([O-])=O.[Cs+].[Cs+].[CH3:63][O:64][C:65](=[O:74])[C:66]1[CH:71]=[CH:70][C:69]([CH3:72])=[C:68](Br)[CH:67]=1. Product: [CH3:63][O:64][C:65](=[O:74])[C:66]1[CH:71]=[CH:70][C:69]([CH3:72])=[C:68]([NH:1][C:2]2[N:6]([C:7]3[CH:8]=[C:9]([NH:13][CH3:14])[N:10]=[CH:11][N:12]=3)[N:5]=[CH:4][N:3]=2)[CH:67]=1. The catalyst class is: 62.